Dataset: Retrosynthesis with 50K atom-mapped reactions and 10 reaction types from USPTO. Task: Predict the reactants needed to synthesize the given product. (1) The reactants are: CC(=O)C(Cl)Cl.SCCS. Given the product CC1(C(Cl)Cl)SCCS1, predict the reactants needed to synthesize it. (2) Given the product CCC(F)(CC)CN1CCC(COc2ccc(-c3ccc(C(=O)N4CCC[C@@H](O)C4)cc3)cc2)CC1, predict the reactants needed to synthesize it. The reactants are: CCC(F)(CC)CN1CCC(COc2ccc(-c3ccc(C(=O)O)cc3)cc2)CC1.O[C@@H]1CCCNC1. (3) Given the product NC(=O)c1c(Cl)c(-c2ccccc2)n2c1CN(S(=O)(=O)Nc1ccccc1)CC2, predict the reactants needed to synthesize it. The reactants are: NC(=O)c1c(Cl)c(-c2ccccc2)n2c1CNCC2.O=S(=O)(Cl)Nc1ccccc1. (4) Given the product CCCCCCC(C(=O)OCC)n1ccc2cc(-c3ccccc3C#N)ccc21, predict the reactants needed to synthesize it. The reactants are: CCCCCCC(Br)C(=O)OCC.N#Cc1ccccc1-c1ccc2[nH]ccc2c1. (5) Given the product c1ccc2c(OC3CCCCC3)cccc2c1, predict the reactants needed to synthesize it. The reactants are: Brc1cccc2ccccc12.OC1CCCCC1. (6) The reactants are: CN(C)C(=O)c1ccco1.Cc1cc(F)c(N)cc1SCC(F)(F)F. Given the product Cc1cc(F)c(N=C(c2ccco2)N(C)C)cc1SCC(F)(F)F, predict the reactants needed to synthesize it. (7) The reactants are: CC(C)(C)OC(=O)N1CCc2cc(C(=O)Nc3cnc4ccccc4c3)ccc21. Given the product O=C(Nc1cnc2ccccc2c1)c1ccc2c(c1)CCN2, predict the reactants needed to synthesize it. (8) Given the product CCN1CCN(CC)c2cc(Nc3ncc(Cl)c(Nc4ccccc4-n4cccn4)n3)ccc2C1, predict the reactants needed to synthesize it. The reactants are: CCN1CCN(CC)c2cc(N)ccc2C1.Clc1ncc(Cl)c(Nc2ccccc2-n2cccn2)n1. (9) Given the product COC(=O)COc1ccc(C=C2CCN(C(=O)OCc3ccccc3)CC2)cc1[N+](=O)[O-], predict the reactants needed to synthesize it. The reactants are: COC(=O)CBr.O=C(OCc1ccccc1)N1CCC(=Cc2ccc(O)c([N+](=O)[O-])c2)CC1. (10) The reactants are: CNC(=O)c1cc(Oc2ccc3[nH]c(Nc4ccc5c(c4)CN(C(=O)OC(C)(C)C)CC5(C)C)nc3c2)ccn1. Given the product CNC(=O)c1cc(Oc2ccc3[nH]c(Nc4ccc5c(c4)CNCC5(C)C)nc3c2)ccn1, predict the reactants needed to synthesize it.